This data is from Reaction yield outcomes from USPTO patents with 853,638 reactions. The task is: Predict the reaction yield, written as a fraction of the theoretical maximum amount of product (1.0 means a 100% yield; for example, 0.34 means a 34% yield). (1) The reactants are Cl[C:2]1[C:7]2[CH:8]=[CH:9][S:10][C:6]=2[CH:5]=[C:4]([C:11]2[CH:16]=[CH:15][C:14]([O:17][CH3:18])=[CH:13][CH:12]=2)[N:3]=1.[CH2:19]([N:21]1[CH2:26][CH2:25][NH:24][CH2:23][CH2:22]1)[CH3:20]. No catalyst specified. The product is [CH2:19]([N:21]1[CH2:26][CH2:25][N:24]([C:2]2[C:7]3[CH:8]=[CH:9][S:10][C:6]=3[CH:5]=[C:4]([C:11]3[CH:16]=[CH:15][C:14]([O:17][CH3:18])=[CH:13][CH:12]=3)[N:3]=2)[CH2:23][CH2:22]1)[CH3:20]. The yield is 0.615. (2) The reactants are [Br:1][C:2]1[C:3]([Cl:22])=[CH:4][C:5](F)=[C:6]([CH:20]=1)[C:7]([NH:9][C:10]1[CH:15]=[CH:14][CH:13]=[C:12]([S:16](=[O:19])(=[O:18])[NH2:17])[CH:11]=1)=[O:8].[F:23][C:24]1[CH:29]=[CH:28][C:27]([OH:30])=[CH:26][CH:25]=1.C(=O)([O-])[O-].[Cs+].[Cs+]. The catalyst is CN(C)C=O. The product is [Br:1][C:2]1[C:3]([Cl:22])=[CH:4][C:5]([O:30][C:27]2[CH:28]=[CH:29][C:24]([F:23])=[CH:25][CH:26]=2)=[C:6]([CH:20]=1)[C:7]([NH:9][C:10]1[CH:15]=[CH:14][CH:13]=[C:12]([S:16](=[O:19])(=[O:18])[NH2:17])[CH:11]=1)=[O:8]. The yield is 0.400.